Dataset: Reaction yield outcomes from USPTO patents with 853,638 reactions. Task: Predict the reaction yield, written as a fraction of the theoretical maximum amount of product (1.0 means a 100% yield; for example, 0.34 means a 34% yield). The product is [CH:9]1([NH:14][C:2]2[C:7]([I:8])=[CH:6][CH:5]=[CH:4][N:3]=2)[CH2:13][CH2:12][CH2:11][CH2:10]1. The yield is 0.400. The reactants are F[C:2]1[C:7]([I:8])=[CH:6][CH:5]=[CH:4][N:3]=1.[CH:9]1([NH2:14])[CH2:13][CH2:12][CH2:11][CH2:10]1.C(N(C(C)C)CC)(C)C. The catalyst is CC#N.